Dataset: NCI-60 drug combinations with 297,098 pairs across 59 cell lines. Task: Regression. Given two drug SMILES strings and cell line genomic features, predict the synergy score measuring deviation from expected non-interaction effect. (1) Drug 1: C1=CC(=CC=C1CC(C(=O)O)N)N(CCCl)CCCl.Cl. Drug 2: CC1=C2C(C(=O)C3(C(CC4C(C3C(C(C2(C)C)(CC1OC(=O)C(C(C5=CC=CC=C5)NC(=O)C6=CC=CC=C6)O)O)OC(=O)C7=CC=CC=C7)(CO4)OC(=O)C)O)C)OC(=O)C. Cell line: CAKI-1. Synergy scores: CSS=34.0, Synergy_ZIP=-10.2, Synergy_Bliss=-4.36, Synergy_Loewe=-33.6, Synergy_HSA=0.849. (2) Drug 1: CCCCCOC(=O)NC1=NC(=O)N(C=C1F)C2C(C(C(O2)C)O)O. Drug 2: C1=CC=C(C(=C1)C(C2=CC=C(C=C2)Cl)C(Cl)Cl)Cl. Cell line: A549. Synergy scores: CSS=-5.67, Synergy_ZIP=4.30, Synergy_Bliss=5.07, Synergy_Loewe=-4.36, Synergy_HSA=-3.76. (3) Drug 1: CC1C(C(CC(O1)OC2CC(CC3=C2C(=C4C(=C3O)C(=O)C5=C(C4=O)C(=CC=C5)OC)O)(C(=O)C)O)N)O.Cl. Drug 2: C1=CC=C(C=C1)NC(=O)CCCCCCC(=O)NO. Cell line: COLO 205. Synergy scores: CSS=19.7, Synergy_ZIP=-0.467, Synergy_Bliss=0.927, Synergy_Loewe=-15.4, Synergy_HSA=0.210. (4) Drug 1: C1=C(C(=O)NC(=O)N1)N(CCCl)CCCl. Drug 2: COC1=NC(=NC2=C1N=CN2C3C(C(C(O3)CO)O)O)N. Cell line: MCF7. Synergy scores: CSS=31.9, Synergy_ZIP=8.09, Synergy_Bliss=11.1, Synergy_Loewe=-3.15, Synergy_HSA=8.77. (5) Drug 1: CC1=C(C=C(C=C1)NC(=O)C2=CC=C(C=C2)CN3CCN(CC3)C)NC4=NC=CC(=N4)C5=CN=CC=C5. Drug 2: CN1C2=C(C=C(C=C2)N(CCCl)CCCl)N=C1CCCC(=O)O.Cl. Cell line: EKVX. Synergy scores: CSS=5.42, Synergy_ZIP=4.53, Synergy_Bliss=1.54, Synergy_Loewe=2.05, Synergy_HSA=0.521.